Dataset: Full USPTO retrosynthesis dataset with 1.9M reactions from patents (1976-2016). Task: Predict the reactants needed to synthesize the given product. (1) Given the product [N:26]1[CH:31]=[CH:30][CH:29]=[C:28]([C:2]2[CH:11]=[CH:10][C:9]3[N:8]=[CH:7][C:6]4[NH:42][N:13]=[CH:14][C:5]=4[C:4]=3[CH:3]=2)[CH:27]=1, predict the reactants needed to synthesize it. The reactants are: Br[C:2]1[CH:11]=[CH:10][C:9]2[N:8]=[CH:7][C:6]3O[N:13]=[C:14](C4C=CC(C(C)(C)C#N)=CC=4)[C:5]=3[C:4]=2[CH:3]=1.[N:26]1[CH:31]=[CH:30][CH:29]=[C:28](B(O)O)[CH:27]=1.C([O-])([O-])=O.[Na+].[Na+].C[N:42](C=O)C. (2) Given the product [C:1]([O:4][CH2:5][C:6]1[CH:11]=[C:10]([O:12][C@@H:13]2[CH2:17][CH2:16][O:15][CH2:14]2)[CH:9]=[C:8]([CH3:18])[C:7]=1[C:19]1[CH:24]=[CH:23][CH:22]=[C:21]([CH2:25][O:26][C:28]2[CH:41]=[CH:40][C:31]3[C@H:32]([CH2:35][C:36]([O:38][CH3:39])=[O:37])[CH2:33][O:34][C:30]=3[CH:29]=2)[CH:20]=1)(=[O:3])[CH3:2], predict the reactants needed to synthesize it. The reactants are: [C:1]([O:4][CH2:5][C:6]1[CH:11]=[C:10]([O:12][C@@H:13]2[CH2:17][CH2:16][O:15][CH2:14]2)[CH:9]=[C:8]([CH3:18])[C:7]=1[C:19]1[CH:24]=[CH:23][CH:22]=[C:21]([CH2:25][OH:26])[CH:20]=1)(=[O:3])[CH3:2].O[C:28]1[CH:41]=[CH:40][C:31]2[C@H:32]([CH2:35][C:36]([O:38][CH3:39])=[O:37])[CH2:33][O:34][C:30]=2[CH:29]=1.C1(P(C2C=CC=CC=2)C2C=CC=CC=2)C=CC=CC=1.N(C(OC(C)C)=O)=NC(OC(C)C)=O. (3) Given the product [F:1][C:2]1[CH:22]=[CH:21][C:5]2[CH2:6][C:7]3[CH:20]=[CH:19][CH:18]=[CH:17][C:8]=3[C:9]3([CH2:15][CH2:14][CH:13]([OH:16])[CH2:12]3)[CH2:10][C:4]=2[CH:3]=1, predict the reactants needed to synthesize it. The reactants are: [F:1][C:2]1[CH:22]=[CH:21][C:5]2[CH2:6][C:7]3[CH:20]=[CH:19][CH:18]=[CH:17][C:8]=3[C:9]3([CH2:15][CH2:14][CH:13]([OH:16])[CH2:12]3)[CH:10](O)[C:4]=2[CH:3]=1. (4) The reactants are: [CH3:1][O:2][C:3]1[CH:11]=[CH:10][C:6]([C:7]([OH:9])=[O:8])=[C:5]([N+:12]([O-:14])=[O:13])[CH:4]=1.[CH2:15]1CCN2C(=NCCC2)CC1.IC.O. Given the product [CH3:1][O:2][C:3]1[CH:11]=[CH:10][C:6]([C:7]([O:9][CH3:15])=[O:8])=[C:5]([N+:12]([O-:14])=[O:13])[CH:4]=1, predict the reactants needed to synthesize it.